Task: Predict the product of the given reaction.. Dataset: Forward reaction prediction with 1.9M reactions from USPTO patents (1976-2016) (1) Given the reactants [OH:1][C:2]1[CH:3]=[C:4]([CH:24]=[CH:25][CH:26]=1)[CH2:5][N:6]1[CH2:10][CH2:9][N:8]([C@@H:11]([C:19]([CH3:22])([CH3:21])[CH3:20])[C:12]([O:14]C(C)(C)C)=[O:13])[C:7]1=[O:23].FC(F)(F)C(O)=O, predict the reaction product. The product is: [OH:1][C:2]1[CH:3]=[C:4]([CH:24]=[CH:25][CH:26]=1)[CH2:5][N:6]1[CH2:10][CH2:9][N:8]([C@@H:11]([C:19]([CH3:20])([CH3:21])[CH3:22])[C:12]([OH:14])=[O:13])[C:7]1=[O:23]. (2) Given the reactants [CH3:1][C@@H:2]1[CH2:6][NH:5][CH2:4][C@@H:3]1[C:7]1[N:11]2[C:12]3[CH:18]=[CH:17][N:16]([S:19]([C:22]4[CH:28]=[CH:27][C:25]([CH3:26])=[CH:24][CH:23]=4)(=[O:21])=[O:20])[C:13]=3[N:14]=[CH:15][C:10]2=[N:9][CH:8]=1.[C:29](Cl)([Cl:31])=[O:30].C1(C)C=CC=CC=1, predict the reaction product. The product is: [CH3:1][C@H:2]1[C@@H:3]([C:7]2[N:11]3[C:12]4[CH:18]=[CH:17][N:16]([S:19]([C:22]5[CH:23]=[CH:24][C:25]([CH3:26])=[CH:27][CH:28]=5)(=[O:21])=[O:20])[C:13]=4[N:14]=[CH:15][C:10]3=[N:9][CH:8]=2)[CH2:4][N:5]([C:29]([Cl:31])=[O:30])[CH2:6]1. (3) Given the reactants C[O:2][C:3](=[O:26])[CH2:4][N:5]1[CH2:11][CH:10]=[CH:9][CH2:8][CH:7]([NH:12][C:13]([C:15]2[C:24]3[C:19](=[CH:20][CH:21]=[CH:22][CH:23]=3)[CH:18]=[CH:17][N:16]=2)=[O:14])[C:6]1=[O:25].[Li+].[OH-], predict the reaction product. The product is: [C:15]1([C:13]([NH:12][CH:7]2[CH2:8][CH:9]=[CH:10][CH2:11][N:5]([CH2:4][C:3]([OH:26])=[O:2])[C:6]2=[O:25])=[O:14])[C:24]2[C:19](=[CH:20][CH:21]=[CH:22][CH:23]=2)[CH:18]=[CH:17][N:16]=1. (4) The product is: [CH3:5][O:4][CH2:3][CH:2]([C:6]1[S:10][C:9]([C:11]2[NH:37][C:14]([CH:15]([C:23]3[CH:28]=[CH:27][C:26]([S:29][CH3:30])=[CH:25][N:24]=3)[CH2:16][CH:17]3[CH2:22][CH2:21][O:20][CH2:19][CH2:18]3)=[CH:13][CH:12]=2)=[N:8][CH:7]=1)[OH:1]. Given the reactants [OH:1][CH:2]([C:6]1[S:10][C:9]([C:11](=O)[CH2:12][CH2:13][C:14](=O)[CH:15]([C:23]2[CH:28]=[CH:27][C:26]([S:29][CH3:30])=[CH:25][N:24]=2)[CH2:16][CH:17]2[CH2:22][CH2:21][O:20][CH2:19][CH2:18]2)=[N:8][CH:7]=1)[CH2:3][O:4][CH3:5].C([O-])(=O)C.[NH4+:37].C(=O)([O-])O.[Na+], predict the reaction product.